Dataset: Forward reaction prediction with 1.9M reactions from USPTO patents (1976-2016). Task: Predict the product of the given reaction. (1) Given the reactants [CH3:1][O:2][C:3]1[CH:4]=[C:5]([C:11]2[C:22](=[O:23])[N:21]([CH2:24][CH3:25])[C:14]3[N:15]=[C:16](SC)[N:17]=[N:18][C:13]=3[CH:12]=2)[CH:6]=[C:7]([O:9][CH3:10])[CH:8]=1.C(N[N:29]([CH2:33][CH2:34][CH2:35][CH3:36])NCC)C, predict the reaction product. The product is: [CH2:14]([N:21]([CH2:22][CH3:11])[CH2:36][CH2:35][CH2:34][CH2:33][NH:29][C:16]1[N:17]=[N:18][C:13]2[CH:12]=[C:11]([C:5]3[CH:4]=[C:3]([O:2][CH3:1])[CH:8]=[C:7]([O:9][CH3:10])[CH:6]=3)[C:22](=[O:23])[N:21]([CH2:24][CH3:25])[C:14]=2[N:15]=1)[CH3:13]. (2) Given the reactants [NH2:1][C:2]1[CH:23]=[CH:22][C:5]([O:6][C:7]2[CH:12]=[CH:11][N:10]=[C:9]3[CH:13]=[C:14]([N:16]4[CH2:20][CH2:19][CH2:18][C:17]4=[O:21])[S:15][C:8]=23)=[C:4]([F:24])[CH:3]=1.[CH3:25][O:26][C:27]1[CH:32]=[CH:31][CH:30]=[CH:29][C:28]=1[NH:33][C:34](=[O:39])[CH2:35][C:36](O)=[O:37].C(Cl)CCl.C1C=CC2N(O)N=NC=2C=1, predict the reaction product. The product is: [F:24][C:4]1[CH:3]=[C:2]([NH:1][C:36](=[O:37])[CH2:35][C:34]([NH:33][C:28]2[CH:29]=[CH:30][CH:31]=[CH:32][C:27]=2[O:26][CH3:25])=[O:39])[CH:23]=[CH:22][C:5]=1[O:6][C:7]1[CH:12]=[CH:11][N:10]=[C:9]2[CH:13]=[C:14]([N:16]3[CH2:20][CH2:19][CH2:18][C:17]3=[O:21])[S:15][C:8]=12. (3) Given the reactants [OH:1]OS([O-])=O.[K+].C([CH:9]([CH2:13][C:14]1[CH:15]=[N:16][C:17]([CH3:23])=[C:18]([OH:22])[C:19]=1[CH:20]=[O:21])[C:10]([OH:12])=[O:11])C, predict the reaction product. The product is: [C:10]([CH2:9][CH2:13][C:14]1[C:19]([C:20]([OH:21])=[O:1])=[C:18]([OH:22])[C:17]([CH3:23])=[N:16][CH:15]=1)([OH:12])=[O:11]. (4) The product is: [Cl:1][C:2]1[CH:10]=[CH:9][CH:8]=[C:7]2[C:3]=1[C:4]([C:15]([NH:19][CH2:20][C:21]1([OH:30])[CH2:26][CH2:25][C:24]([F:28])([F:27])[CH:23]([CH3:29])[CH2:22]1)=[O:17])=[CH:5][N:6]2[CH:11]1[CH2:12][O:13][CH2:14]1. Given the reactants [Cl:1][C:2]1[CH:10]=[CH:9][CH:8]=[C:7]2[C:3]=1[C:4]([C:15]([OH:17])=O)=[CH:5][N:6]2[CH:11]1[CH2:14][O:13][CH2:12]1.Cl.[NH2:19][CH2:20][C:21]1([OH:30])[CH2:26][CH2:25][C:24]([F:28])([F:27])[CH:23]([CH3:29])[CH2:22]1.Cl.C(N=C=N)C.N1(O)C2C=CC=CC=2N=N1.C(N(C(C)C)C(C)C)C, predict the reaction product. (5) Given the reactants [CH3:1][N:2]1[CH2:7][CH2:6][N:5]([C:8]2[CH:9]=[CH:10][C:11]([N+:15]([O-])=O)=[C:12]([NH2:14])[CH:13]=2)[CH2:4][CH2:3]1, predict the reaction product. The product is: [CH3:1][N:2]1[CH2:3][CH2:4][N:5]([C:8]2[CH:13]=[C:12]([NH2:14])[C:11]([NH2:15])=[CH:10][CH:9]=2)[CH2:6][CH2:7]1. (6) Given the reactants [C:1]([O:5][CH2:6][C@H:7]1[NH:14][CH2:13][C:12]2[CH:15]=[CH:16][CH:17]=[CH:18][C:11]=2[CH2:10][O:9][CH2:8]1)([CH3:4])([CH3:3])[CH3:2].[N:19]1[C:28]2[C:23](=[CH:24][CH:25]=[CH:26][C:27]=2[S:29](Cl)(=[O:31])=[O:30])[CH:22]=[CH:21][CH:20]=1, predict the reaction product. The product is: [C:1]([O:5][CH2:6][C@H:7]1[N:14]([S:29]([C:27]2[CH:26]=[CH:25][CH:24]=[C:23]3[C:28]=2[N:19]=[CH:20][CH:21]=[CH:22]3)(=[O:30])=[O:31])[CH2:13][C:12]2[CH:15]=[CH:16][CH:17]=[CH:18][C:11]=2[CH2:10][O:9][CH2:8]1)([CH3:4])([CH3:2])[CH3:3].